Task: Regression/Classification. Given a drug SMILES string, predict its absorption, distribution, metabolism, or excretion properties. Task type varies by dataset: regression for continuous measurements (e.g., permeability, clearance, half-life) or binary classification for categorical outcomes (e.g., BBB penetration, CYP inhibition). Dataset: cyp2d6_veith.. Dataset: CYP2D6 inhibition data for predicting drug metabolism from PubChem BioAssay (1) The compound is Cc1ccc(S(=O)(=O)N2CCN(C(=O)c3ccccc3)C2C(C)C)cc1. The result is 1 (inhibitor). (2) The molecule is Cn1cccc1C(=O)N1CCC2(CCCN(c3ccc(-c4ccccc4)cc3)C2)CC1. The result is 0 (non-inhibitor). (3) The drug is CCCC(=O)NC(Nc1ccccc1OC)C(Cl)(Cl)Cl. The result is 0 (non-inhibitor). (4) The molecule is COc1cc(/C=C/C(=O)Nc2ccccc2C(F)(F)F)cc(OC)c1OC. The result is 0 (non-inhibitor). (5) The molecule is O=C(Nc1cccc(F)c1)N1CCC2(CC1)CCN(C(=O)c1cccc(F)c1)CC2. The result is 0 (non-inhibitor). (6) The drug is C=C1CC[C@H](O)C/C1=C/C=C1\CCC[C@@]2(C)[C@H]([C@@H](C)/C=C\[C@@H](C)C(C)C)CC[C@@H]12. The result is 0 (non-inhibitor). (7) The compound is CCC1(C)CC(=O)NC(=O)C1. The result is 0 (non-inhibitor).